This data is from Reaction yield outcomes from USPTO patents with 853,638 reactions. The task is: Predict the reaction yield, written as a fraction of the theoretical maximum amount of product (1.0 means a 100% yield; for example, 0.34 means a 34% yield). (1) The reactants are [Cl:1][C:2]1[CH:3]=[C:4](/[C:12](=[N:16]\[O:17][CH:18]2[CH2:23][CH2:22][CH2:21][CH2:20][CH2:19]2)/[C:13]([OH:15])=O)[CH:5]=[CH:6][C:7]=1[S:8]([CH3:11])(=[O:10])=[O:9].C(N(CC)C(C)C)(C)C.[CH3:33][N:34]1[CH:38]=[CH:37][C:36]([NH2:39])=[N:35]1. The yield is 0.810. The product is [Cl:1][C:2]1[CH:3]=[C:4](/[C:12](=[N:16]\[O:17][CH:18]2[CH2:19][CH2:20][CH2:21][CH2:22][CH2:23]2)/[C:13]([NH:39][C:36]2[CH:37]=[CH:38][N:34]([CH3:33])[N:35]=2)=[O:15])[CH:5]=[CH:6][C:7]=1[S:8]([CH3:11])(=[O:9])=[O:10]. The catalyst is C(Cl)Cl. (2) The reactants are [CH:1]1([N:4]2[CH2:10][CH2:9][CH2:8][N:7]([C:11]3[CH:21]=[CH:20][C:14]([C:15]([O:17]CC)=O)=[CH:13][CH:12]=3)[CH2:6][CH2:5]2)[CH2:3][CH2:2]1.[CH3:22][O:23][C:24]1[CH:25]=[C:26]([CH2:32][CH2:33][C:34]2[CH:35]=[C:36]([NH2:39])[NH:37][N:38]=2)[CH:27]=[C:28]([O:30][CH3:31])[CH:29]=1.C[Al](C)C.C(Cl)Cl.CCOCC. The catalyst is C1(C)C=CC=CC=1. The product is [CH:1]1([N:4]2[CH2:10][CH2:9][CH2:8][N:7]([C:11]3[CH:12]=[CH:13][C:14]([C:15]([NH:39][C:36]4[NH:37][N:38]=[C:34]([CH2:33][CH2:32][C:26]5[CH:27]=[C:28]([O:30][CH3:31])[CH:29]=[C:24]([O:23][CH3:22])[CH:25]=5)[CH:35]=4)=[O:17])=[CH:20][CH:21]=3)[CH2:6][CH2:5]2)[CH2:2][CH2:3]1. The yield is 0.337. (3) The reactants are Cl.Cl.[NH2:3][CH2:4][C:5]1[N:14]=[C:13]([N:15]([C:17]2[CH:22]=[CH:21][C:20]([O:23][CH3:24])=[CH:19][CH:18]=2)[CH3:16])[C:12]2[C:7](=[CH:8][CH:9]=[C:10]([NH2:25])[CH:11]=2)[N:6]=1.NCC1N=C(N(C2C=CC(OC)=CC=2)C)C2C(=CC=C([N+]([O-])=O)C=2)N=1. The catalyst is CC(O)=O.[Pd]. The product is [NH2:3][CH2:4][C:5]1[N:14]=[C:13]([N:15]([C:17]2[CH:22]=[CH:21][C:20]([O:23][CH3:24])=[CH:19][CH:18]=2)[CH3:16])[C:12]2[C:7](=[CH:8][CH:9]=[C:10]([NH2:25])[CH:11]=2)[N:6]=1. The yield is 0.520. (4) The reactants are Cl.[NH:2]([C:4]1[CH:5]=[C:6]([CH:12]=[CH:13][CH:14]=1)C(OCC)=O)[NH2:3].CC(C)(C)C(=O)CC#N.O=[C:25]1[CH2:29][O:28][CH2:27][CH:26]1[C:30]#[N:31]. No catalyst specified. The product is [C:4]1([N:2]2[C:30]([NH2:31])=[C:26]3[CH2:27][O:28][CH2:29][C:25]3=[N:3]2)[CH:14]=[CH:13][CH:12]=[CH:6][CH:5]=1. The yield is 0.225. (5) The reactants are Br[C:2]1[C:11]2[C:6](=[CH:7][CH:8]=[CH:9][CH:10]=2)[CH:5]=[CH:4][CH:3]=1.[CH:12]1[C:24]2[NH:23][C:22]3[C:17](=[CH:18][CH:19]=[CH:20][CH:21]=3)[C:16]=2[CH:15]=[CH:14][CH:13]=1.C(=O)([O-])[O-].[K+].[K+].C1OCCOCCOCCOCCOCCOC1.Cl. The catalyst is [Cu](I)I.C1OCCOCCOCCOCCOCCOC1.C1(C)C=CC=CC=1.CN1CCCN(C)C1=O. The product is [C:2]1([N:23]2[C:24]3[CH:12]=[CH:13][CH:14]=[CH:15][C:16]=3[C:17]3[C:22]2=[CH:21][CH:20]=[CH:19][CH:18]=3)[C:11]2[C:6](=[CH:7][CH:8]=[CH:9][CH:10]=2)[CH:5]=[CH:4][CH:3]=1. The yield is 0.750. (6) The product is [Br:1][C:2]1[CH:3]=[CH:4][C:5]([C:8]2([N:11]([CH2:16][CH2:17][C:18]([OH:25])([C:19]3[CH:20]=[CH:21][CH:22]=[CH:23][CH:24]=3)[CH2:28][C:27]([CH3:31])=[CH2:26])[C:12](=[O:15])[O:13][CH3:14])[CH2:9][CH2:10]2)=[CH:6][CH:7]=1. The reactants are [Br:1][C:2]1[CH:7]=[CH:6][C:5]([C:8]2([N:11]([CH2:16][CH2:17][C:18](=[O:25])[C:19]3[CH:24]=[CH:23][CH:22]=[CH:21][CH:20]=3)[C:12](=[O:15])[O:13][CH3:14])[CH2:10][CH2:9]2)=[CH:4][CH:3]=1.[CH3:26][C:27](=[CH2:31])[CH2:28][Mg]Cl. The catalyst is C1COCC1. The yield is 0.410.